This data is from Forward reaction prediction with 1.9M reactions from USPTO patents (1976-2016). The task is: Predict the product of the given reaction. (1) Given the reactants [CH:1]1([NH2:7])[CH2:6][CH2:5][CH2:4][CH2:3][CH2:2]1.C(N(CC)CC)C.[F:15][C:16]1[CH:21]=[C:20]([S:22][C:23]([F:26])([F:25])[F:24])[CH:19]=[CH:18][C:17]=1[N:27]([CH3:31])[C:28](Cl)=[O:29], predict the reaction product. The product is: [CH:1]1([NH:7][C:28](=[O:29])[N:27]([C:17]2[CH:18]=[CH:19][C:20]([S:22][C:23]([F:24])([F:25])[F:26])=[CH:21][C:16]=2[F:15])[CH3:31])[CH2:6][CH2:5][CH2:4][CH2:3][CH2:2]1. (2) Given the reactants C(OC([O:7][CH2:8][CH2:9][CH2:10][C:11]([O:13][C@:14]([C:43]1[CH:48]=[CH:47][C:46]([F:49])=[CH:45][C:44]=1[F:50])([CH2:37][N:38]1[CH:42]=[N:41][CH:40]=[N:39]1)[C@H:15]([S:17][C@@H:18]1[CH2:23][O:22][C@@H:21](/[CH:24]=[CH:25]/[CH:26]=[CH:27]/[C:28]2[CH:33]=[CH:32][C:31]([C:34]#[N:35])=[CH:30][C:29]=2[F:36])[O:20][CH2:19]1)[CH3:16])=[O:12])=O)C=C.C([SnH](CCCC)CCCC)CCC.CCCCCC, predict the reaction product. The product is: [OH:7][CH2:8][CH2:9][CH2:10][C:11]([O:13][C@:14]([C:43]1[CH:48]=[CH:47][C:46]([F:49])=[CH:45][C:44]=1[F:50])([CH2:37][N:38]1[CH:42]=[N:41][CH:40]=[N:39]1)[C@H:15]([S:17][C@@H:18]1[CH2:23][O:22][C@@H:21](/[CH:24]=[CH:25]/[CH:26]=[CH:27]/[C:28]2[CH:33]=[CH:32][C:31]([C:34]#[N:35])=[CH:30][C:29]=2[F:36])[O:20][CH2:19]1)[CH3:16])=[O:12]. (3) Given the reactants Br[CH:2]1[CH2:6][CH2:5][CH2:4][CH2:3]1.[O:7]=[CH:8][C:9]1[CH:17]=[CH:16][C:13]([O:14][CH3:15])=[C:11]([OH:12])[CH:10]=1.C(=O)([O-])[O-].[K+].[K+], predict the reaction product. The product is: [CH:2]1([O:12][C:11]2[CH:10]=[C:9]([CH:17]=[CH:16][C:13]=2[O:14][CH3:15])[CH:8]=[O:7])[CH2:6][CH2:5][CH2:4][CH2:3]1. (4) Given the reactants [Br:1][CH2:2][C:3](Br)=[O:4].[N+:6]([C:9]1[CH:14]=[C:13]([N+:15]([O-:17])=[O:16])[CH:12]=[CH:11][C:10]=1[OH:18])([O-:8])=[O:7].N1C=CC=CC=1.C(O)(=O)CC(CC(O)=O)(C(O)=O)O, predict the reaction product. The product is: [N+:6]([C:9]1[CH:14]=[C:13]([N+:15]([O-:17])=[O:16])[CH:12]=[CH:11][C:10]=1[O:18][C:3](=[O:4])[CH2:2][Br:1])([O-:8])=[O:7]. (5) Given the reactants [C:1]12([C:11](O)=[O:12])[CH2:10][CH:5]3[CH2:6][CH:7]([CH2:9][CH:3]([CH2:4]3)[CH2:2]1)[CH2:8]2.CN(C(ON1N=NC2C=CC=NC1=2)=[N+](C)C)C.F[P-](F)(F)(F)(F)F.C(N(CC)CC)C.[CH2:45]1[NH:50][CH2:49][CH2:48][N:47]2[CH:51]=[C:52]([C:54]([O:56][CH2:57][CH3:58])=[O:55])[CH:53]=[C:46]12.FC(F)(F)C(O)=O.C1NCCN2C=C(C(OCC)=O)C=C12, predict the reaction product. The product is: [C:1]12([C:11]([N:50]3[CH2:49][CH2:48][N:47]4[CH:51]=[C:52]([C:54]([O:56][CH2:57][CH3:58])=[O:55])[CH:53]=[C:46]4[CH2:45]3)=[O:12])[CH2:10][CH:5]3[CH2:4][CH:3]([CH2:9][CH:7]([CH2:6]3)[CH2:8]1)[CH2:2]2. (6) Given the reactants [Cl:1][C:2]1[CH:7]=[CH:6][C:5]([CH2:8][C:9]#[N:10])=[CH:4][CH:3]=1.[O-]CC.[Na+].[C:15](=O)([O:18]C)[O:16][CH3:17], predict the reaction product. The product is: [Cl:1][C:2]1[CH:7]=[CH:6][C:5]([CH:8]([C:9]#[N:10])[C:15]([O:16][CH3:17])=[O:18])=[CH:4][CH:3]=1. (7) Given the reactants ClC(Cl)(Cl)[C:3]([NH:5][C:6]1[CH:11]=[CH:10][C:9]([Cl:12])=[C:8]([C:13]([F:16])([F:15])[F:14])[CH:7]=1)=[O:4].N12CCCN=C1CCCCC2.[NH2:30][C:31]1[CH:47]=[CH:46][C:34]([O:35][C:36]2[CH:41]=[CH:40][N:39]=[C:38]([C:42]([NH:44][CH3:45])=[O:43])[CH:37]=2)=[CH:33][CH:32]=1, predict the reaction product. The product is: [Cl:12][C:9]1[CH:10]=[CH:11][C:6]([NH:5][C:3](=[O:4])[NH:30][C:31]2[CH:47]=[CH:46][C:34]([O:35][C:36]3[CH:41]=[CH:40][N:39]=[C:38]([C:42]([NH:44][CH3:45])=[O:43])[CH:37]=3)=[CH:33][CH:32]=2)=[CH:7][C:8]=1[C:13]([F:16])([F:15])[F:14].